Dataset: Catalyst prediction with 721,799 reactions and 888 catalyst types from USPTO. Task: Predict which catalyst facilitates the given reaction. (1) Reactant: C(OC([N:11]1[CH2:17][C@H:16]2[C@:13]([NH:19][C:20]([O:22][C:23]([CH3:26])([CH3:25])[CH3:24])=[O:21])([CH2:14][C@H:15]2[CH3:18])[CH2:12]1)=O)C1C=CC=CC=1.[H][H]. Product: [C:23]([O:22][C:20]([NH:19][C@:13]12[CH2:14][C@@H:15]([CH3:18])[C@H:16]1[CH2:17][NH:11][CH2:12]2)=[O:21])([CH3:26])([CH3:24])[CH3:25]. The catalyst class is: 129. (2) Reactant: [C:1]([N:8]1[CH2:15][CH2:14][CH2:13][C@@H:9]1[C:10](O)=[O:11])([O:3][C:4]([CH3:7])([CH3:6])[CH3:5])=[O:2].N1C(F)=NC(F)=NC=1[F:18].N1C=CC=CC=1. Product: [C:4]([O:3][C:1]([N:8]1[CH2:15][CH2:14][CH2:13][C@@H:9]1[C:10]([F:18])=[O:11])=[O:2])([CH3:7])([CH3:6])[CH3:5]. The catalyst class is: 2. (3) Reactant: [NH2:1][CH2:2][CH2:3][S:4]([NH:7][CH:8]([CH3:10])[CH3:9])(=[O:6])=[O:5].Cl[C:12]1[N:17]=[C:16]([O:18][CH3:19])[C:15]([N+:20]([O-:22])=[O:21])=[C:14]([O:23][CH3:24])[N:13]=1. Product: [N+:20]([C:15]1[C:16]([O:18][CH3:19])=[N:17][C:12]([NH:1][CH2:2][CH2:3][S:4]([NH:7][CH:8]([CH3:10])[CH3:9])(=[O:6])=[O:5])=[N:13][C:14]=1[O:23][CH3:24])([O-:22])=[O:21]. The catalyst class is: 8. (4) Reactant: C1CCC(N=C=NC2CCCCC2)CC1.[OH:16][N:17]1[C:21](=[O:22])[CH2:20][CH2:19][C:18]1=[O:23].[CH3:24][C:25]1[CH:30]=[CH:29][N:28]=[C:27]([C:31]2[CH:36]=[C:35]([CH2:37][CH2:38][CH2:39][C:40](O)=[O:41])[CH:34]=[CH:33][N:32]=2)[CH:26]=1. Product: [C:21]1(=[O:22])[N:17]([O:16][C:40](=[O:41])[CH2:39][CH2:38][CH2:37][C:35]2[CH:34]=[CH:33][N:32]=[C:31]([C:27]3[CH:26]=[C:25]([CH3:24])[CH:30]=[CH:29][N:28]=3)[CH:36]=2)[C:18](=[O:23])[CH2:19][CH2:20]1. The catalyst class is: 4. (5) Reactant: O[C:2]([CH3:11])([CH2:7][CH2:8][CH:9]=[CH2:10])[CH2:3][C:4](O)=[O:5].C([O-])(=O)C.[K+].C1(C)C=CC=CC=1. Product: [CH3:11][C:2]1[C@H:3]2[C@H:9]([CH2:10][C:4]2=[O:5])[CH2:8][CH:7]=1. The catalyst class is: 152. (6) Reactant: [ClH:1].[O:2]1[C@@H:14]2[C@@:15]34[CH2:17][CH2:18][NH:19][C@@H:9]([C@:10]3([O:21][CH2:22][CH2:23][CH2:24][C:25]3[CH:30]=[CH:29][CH:28]=[CH:27][CH:26]=3)[CH2:11][CH2:12][C:13]2=[O:20])[CH2:8][C:7]2=[C:16]4[C:3]1=[C:4]([O:31][CH3:32])[CH:5]=[CH:6]2.C(=O)([O-])[O-].[K+].[K+].[CH:39]1([CH2:42]Br)[CH2:41][CH2:40]1. Product: [ClH:1].[CH:39]1([CH2:42][N:19]2[CH2:18][CH2:17][C@:15]34[C:16]5[C:3]6[O:2][C@H:14]3[C:13](=[O:20])[CH2:12][CH2:11][C@@:10]4([O:21][CH2:22][CH2:23][CH2:24][C:25]3[CH:26]=[CH:27][CH:28]=[CH:29][CH:30]=3)[C@H:9]2[CH2:8][C:7]=5[CH:6]=[CH:5][C:4]=6[O:31][CH3:32])[CH2:41][CH2:40]1. The catalyst class is: 6. (7) Reactant: [NH2:1][C:2]1[CH:10]=[C:9]2[C:5]([C:6](=CC3NC4CCN(CCN(CC)CC)C(=O)C=4C=3C)[C:7](=[O:11])[NH:8]2)=[CH:4][C:3]=1[F:31].N1CCCCC1.[CH3:38][O:39][CH2:40][C:41](Cl)=[O:42]. Product: [F:31][C:3]1[CH:4]=[C:5]2[C:9](=[CH:10][C:2]=1[NH:1][C:41](=[O:42])[CH2:40][O:39][CH3:38])[NH:8][C:7](=[O:11])[CH2:6]2. The catalyst class is: 7. (8) Reactant: [OH:1][C:2]1[N:10]=[CH:9][CH:8]=[CH:7][C:3]=1[C:4]([OH:6])=[O:5].O.[OH-].[K+].[Cl:14][C:15]1[CH:16]=[C:17]([CH:20]=[C:21]([Cl:23])[CH:22]=1)[CH2:18]Cl. Product: [Cl:14][C:15]1[CH:16]=[C:17]([CH:20]=[C:21]([Cl:23])[CH:22]=1)[CH2:18][N:10]1[CH:9]=[CH:8][CH:7]=[C:3]([C:4]([OH:6])=[O:5])[C:2]1=[O:1]. The catalyst class is: 5.